Predict the product of the given reaction. From a dataset of Forward reaction prediction with 1.9M reactions from USPTO patents (1976-2016). Given the reactants Cl[C:2]1[CH:7]=[C:6]([N+:8]([O-:10])=[O:9])[CH:5]=[C:4]([Cl:11])[C:3]=1[N:12]1[CH:29]=[C:15]2[C:16]([NH:21][C:22]3[CH:27]=[C:26]([CH3:28])[N:25]=[CH:24][N:23]=3)=[N:17][CH:18]=[C:19]([F:20])[C:14]2=[N:13]1.Br[C:31]1C2=CN(C3C(Cl)=CC([N+]([O-])=O)=CC=3C#N)N=C2C(F)=C[N:32]=1, predict the reaction product. The product is: [Cl:11][C:4]1[C:3]([N:12]2[CH:29]=[C:15]3[C:16]([NH:21][C:22]4[CH:27]=[C:26]([CH3:28])[N:25]=[CH:24][N:23]=4)=[N:17][CH:18]=[C:19]([F:20])[C:14]3=[N:13]2)=[C:2]([CH:7]=[C:6]([N+:8]([O-:10])=[O:9])[CH:5]=1)[C:31]#[N:32].